This data is from Forward reaction prediction with 1.9M reactions from USPTO patents (1976-2016). The task is: Predict the product of the given reaction. (1) Given the reactants [N:1]([CH:4]1[CH:8]([CH3:9])[CH2:7][CH:6]([NH:10][S:11]([CH:14]2[CH2:16][CH2:15]2)(=[O:13])=[O:12])[CH2:5]1)=C=O.[Li+].[OH-], predict the reaction product. The product is: [NH2:1][CH:4]1[CH:8]([CH3:9])[CH2:7][CH:6]([NH:10][S:11]([CH:14]2[CH2:15][CH2:16]2)(=[O:13])=[O:12])[CH2:5]1. (2) Given the reactants Br[C:2]1[CH:12]=[CH:11][C:5]2[O:6][C:7]([F:10])([F:9])[O:8][C:4]=2[CH:3]=1.[CH3:13][C:14]1([CH3:30])[C:18]([CH3:20])([CH3:19])[O:17][B:16]([B:16]2[O:17][C:18]([CH3:20])([CH3:19])[C:14]([CH3:30])([CH3:13])[O:15]2)[O:15]1.C(O[K])(C)=O, predict the reaction product. The product is: [F:9][C:7]1([F:10])[O:6][C:5]2[CH:11]=[CH:12][C:2]([B:16]3[O:17][C:18]([CH3:20])([CH3:19])[C:14]([CH3:30])([CH3:13])[O:15]3)=[CH:3][C:4]=2[O:8]1.